This data is from Reaction yield outcomes from USPTO patents with 853,638 reactions. The task is: Predict the reaction yield, written as a fraction of the theoretical maximum amount of product (1.0 means a 100% yield; for example, 0.34 means a 34% yield). (1) The product is [Cl:1][C:2]1[N:6]([CH2:7][CH3:8])[N:5]=[CH:4][C:3]=1[N+:11]([O-:13])=[O:12]. No catalyst specified. The yield is 0.740. The reactants are [Cl:1][C:2]1[N:6]([CH2:7][CH:8](F)F)[N:5]=[CH:4][C:3]=1[N+:11]([O-:13])=[O:12].C(N1C=C([N+]([O-])=O)C=N1)C. (2) The yield is 0.550. The catalyst is CN(C=O)C. The reactants are [CH2:1]([O:3][C:4](=[O:20])[CH2:5][CH:6]([N:10]1[C:14]2[CH:15]=[CH:16][CH:17]=[CH:18][C:13]=2[NH:12][C:11]1=[O:19])[CH2:7][CH2:8][CH3:9])[CH3:2].Br[CH2:22][C:23]1[C:27]2[C:28]([CH3:33])=[CH:29][C:30]([CH3:32])=[CH:31][C:26]=2[S:25][N:24]=1.C([O-])([O-])=O.[K+].[K+].O. The product is [CH2:1]([O:3][C:4](=[O:20])[CH2:5][CH:6]([N:10]1[C:14]2[CH:15]=[CH:16][CH:17]=[CH:18][C:13]=2[N:12]([CH2:22][C:23]2[C:27]3[C:28]([CH3:33])=[CH:29][C:30]([CH3:32])=[CH:31][C:26]=3[S:25][N:24]=2)[C:11]1=[O:19])[CH2:7][CH2:8][CH3:9])[CH3:2].